This data is from Forward reaction prediction with 1.9M reactions from USPTO patents (1976-2016). The task is: Predict the product of the given reaction. (1) The product is: [C:1]([S:4][CH2:5][CH2:6][NH:7][C:8](=[O:51])[CH2:9][CH2:10][NH:11][C:12](=[O:50])[C@H:13]([OH:49])[C:14]([CH3:47])([CH3:48])[CH2:15][O:16][P:17]([OH:46])(=[O:45])[O:18][P:19]([OH:44])(=[O:43])[O:20][CH2:21][C@H:22]1[O:26][C@@H:25]([N:27]2[C:36]3[N:35]=[CH:34][N:33]=[C:31]([NH2:32])[C:30]=3[N:29]=[CH:28]2)[C@H:24]([OH:37])[C@@H:23]1[O:38][P:39]([OH:42])([OH:41])=[O:40])(=[O:3])[CH:2]=[CH2:52]. Given the reactants [C:1]([S:4][CH2:5][CH2:6][NH:7][C:8](=[O:51])[CH2:9][CH2:10][NH:11][C:12](=[O:50])[C@H:13]([OH:49])[C:14]([CH3:48])([CH3:47])[CH2:15][O:16][P:17]([OH:46])(=[O:45])[O:18][P:19]([OH:44])(=[O:43])[O:20][CH2:21][C@H:22]1[O:26][C@@H:25]([N:27]2[C:36]3[N:35]=[CH:34][N:33]=[C:31]([NH2:32])[C:30]=3[N:29]=[CH:28]2)[C@H:24]([OH:37])[C@@H:23]1[O:38][P:39]([OH:42])([OH:41])=[O:40])(=[O:3])[CH3:2].[CH2:52](O)C.C(OCC)(=O)C=C, predict the reaction product. (2) Given the reactants [NH2:1][CH:2]([CH2:7][NH2:8])[C:3]([O:5][CH3:6])=[O:4].[OH-].[K+].[CH3:11][C:12]1[CH:17]=[CH:16][C:15]([C:18]([C:20]([C:22]2[CH:27]=[CH:26][C:25]([CH3:28])=[CH:24][CH:23]=2)=O)=O)=[CH:14][CH:13]=1, predict the reaction product. The product is: [CH3:11][C:12]1[CH:17]=[CH:16][C:15]([C:18]2[N:8]=[CH:7][C:2]([C:3]([O:5][CH3:6])=[O:4])=[N:1][C:20]=2[C:22]2[CH:23]=[CH:24][C:25]([CH3:28])=[CH:26][CH:27]=2)=[CH:14][CH:13]=1. (3) Given the reactants [Br:1][CH2:2][C:3]([NH:5][C:6]1[CH:11]=[N:10][CH:9]=[CH:8][N:7]=1)=[O:4].[N:12]12[CH2:19][CH2:18][CH:15]([CH2:16][CH2:17]1)[C@@H:14]([O:20][C:21](=[O:34])[C:22]([OH:33])([C:28]1[S:29][CH:30]=[CH:31][CH:32]=1)[C:23]1[S:24][CH:25]=[CH:26][CH:27]=1)[CH2:13]2, predict the reaction product. The product is: [Br-:1].[OH:33][C:22]([C:23]1[S:24][CH:25]=[CH:26][CH:27]=1)([C:28]1[S:29][CH:30]=[CH:31][CH:32]=1)[C:21]([O:20][C@@H:14]1[CH:15]2[CH2:18][CH2:19][N+:12]([CH2:2][C:3](=[O:4])[NH:5][C:6]3[CH:11]=[N:10][CH:9]=[CH:8][N:7]=3)([CH2:17][CH2:16]2)[CH2:13]1)=[O:34].